This data is from CYP1A2 inhibition data for predicting drug metabolism from PubChem BioAssay. The task is: Regression/Classification. Given a drug SMILES string, predict its absorption, distribution, metabolism, or excretion properties. Task type varies by dataset: regression for continuous measurements (e.g., permeability, clearance, half-life) or binary classification for categorical outcomes (e.g., BBB penetration, CYP inhibition). Dataset: cyp1a2_veith. The compound is Cc1cccc(CNc2ccnc(-c3cccc(C#N)c3)n2)c1. The result is 1 (inhibitor).